This data is from Full USPTO retrosynthesis dataset with 1.9M reactions from patents (1976-2016). The task is: Predict the reactants needed to synthesize the given product. (1) Given the product [CH3:33][O:34][CH2:35][CH2:36][N:37]([CH3:38])[C:29](=[O:30])[C@H:28]([O:27][C:25]1[CH:24]=[CH:23][CH:22]=[C:21]2[C:26]=1[C:17]([NH:16][C:4]1[CH:5]=[CH:6][C:7]([O:8][C:9]3[CH:10]=[N:11][C:12]([CH3:15])=[CH:13][CH:14]=3)=[C:2]([CH3:1])[CH:3]=1)=[N:18][CH:19]=[N:20]2)[CH3:32], predict the reactants needed to synthesize it. The reactants are: [CH3:1][C:2]1[CH:3]=[C:4]([NH:16][C:17]2[C:26]3[C:21](=[CH:22][CH:23]=[CH:24][C:25]=3[O:27][C@H:28]([CH3:32])[C:29](O)=[O:30])[N:20]=[CH:19][N:18]=2)[CH:5]=[CH:6][C:7]=1[O:8][C:9]1[CH:10]=[N:11][C:12]([CH3:15])=[CH:13][CH:14]=1.[CH3:33][O:34][CH2:35][CH2:36][NH:37][CH3:38]. (2) Given the product [Br:25][C:10]1[C:11]([O:15][CH:16]2[CH2:17][CH2:18][N:19]([CH:22]([CH3:24])[CH3:23])[CH2:20][CH2:21]2)=[CH:12][C:13]2[CH:14]=[C:6]3[C:29](=[O:31])[NH:28][CH2:27][C@@H:26]([CH3:36])[N:7]3[C:8]=2[CH:9]=1, predict the reactants needed to synthesize it. The reactants are: C(OC([C:6]1[N:7]([CH:26]([CH3:36])[CH2:27][NH:28][C:29]([O:31]C(C)(C)C)=O)[C:8]2[C:13]([CH:14]=1)=[CH:12][C:11]([O:15][CH:16]1[CH2:21][CH2:20][N:19]([CH:22]([CH3:24])[CH3:23])[CH2:18][CH2:17]1)=[C:10]([Br:25])[CH:9]=2)=O)C.FC(F)(F)C(O)=O.C(=O)([O-])[O-].[K+].[K+]. (3) Given the product [Cl:3][C:4]1[CH:9]=[CH:8][CH:7]=[C:6]([Cl:10])[C:5]=1[CH:11]([O:14][C:16]1[CH:21]=[CH:20][C:19]([N+:22]([O-:24])=[O:23])=[CH:18][CH:17]=1)[CH2:12][CH3:13], predict the reactants needed to synthesize it. The reactants are: [H-].[Na+].[Cl:3][C:4]1[CH:9]=[CH:8][CH:7]=[C:6]([Cl:10])[C:5]=1[CH:11]([OH:14])[CH2:12][CH3:13].F[C:16]1[CH:21]=[CH:20][C:19]([N+:22]([O-:24])=[O:23])=[CH:18][CH:17]=1. (4) Given the product [NH2:31][C@@H:30]([CH2:29][C:14]1[CH:19]=[CH:18][C:17]([C:2]2[CH:7]=[C:6]([O:8][CH:9]([C:14]3[CH:19]=[CH:18][C:17]([F:20])=[C:16]([F:21])[CH:15]=3)[C:10]([F:13])([F:12])[F:11])[N:5]=[C:4]([NH2:22])[N:3]=2)=[CH:16][CH:15]=1)[C:23]([OH:26])=[O:24], predict the reactants needed to synthesize it. The reactants are: Cl[C:2]1[CH:7]=[C:6]([O:8][CH:9]([C:14]2[CH:19]=[CH:18][C:17]([F:20])=[C:16]([F:21])[CH:15]=2)[C:10]([F:13])([F:12])[F:11])[N:5]=[C:4]([NH2:22])[N:3]=1.[C:23]([O-:26])([O-])=[O:24].[Na+].[Na+].[CH3:29][C:30]#[N:31]. (5) Given the product [Br:1][C:13]1[CH:14]=[CH:15][CH:16]=[C:11]([CH2:9][CH3:10])[C:12]=1[OH:17], predict the reactants needed to synthesize it. The reactants are: [Br:1]N1C(=O)CCC1=O.[CH2:9]([C:11]1[CH:16]=[CH:15][CH:14]=[CH:13][C:12]=1[OH:17])[CH3:10].C(N(C(C)C)CC)(C)C.Cl. (6) Given the product [CH2:1]([C:4]1[C:12]2[C:11](=[O:13])[N:10]([CH3:14])[C:9](=[O:15])[N:8]([CH3:16])[C:7]=2[S:6][CH:5]=1)[CH:2]=[CH2:3], predict the reactants needed to synthesize it. The reactants are: [CH2:1]([C:4]1[C:12]2[C:11](=[O:13])[N:10]([CH3:14])[C:9](=[O:15])[N:8]([CH3:16])[C:7]=2[S:6][C:5]=1C(O)=O)[CH:2]=[CH2:3]. (7) Given the product [Cl:2][C:3]1[CH:21]=[CH:20][C:6]([CH2:7][S:8][C:9]2[N:14]=[C:13]([C:15]([NH:25][CH3:22])=[O:16])[CH:12]=[CH:11][C:10]=2[C:18]#[N:19])=[CH:5][CH:4]=1, predict the reactants needed to synthesize it. The reactants are: Cl.[Cl:2][C:3]1[CH:21]=[CH:20][C:6]([CH2:7][S:8][C:9]2[N:14]=[C:13]([C:15](Cl)=[O:16])[CH:12]=[CH:11][C:10]=2[C:18]#[N:19])=[CH:5][CH:4]=1.[CH:22]([N:25](CC)C(C)C)(C)C. (8) Given the product [CH2:36]([N:8]1[C:9]2[C:5](=[CH:4][CH:3]=[C:2]([Cl:1])[CH:10]=2)[C:6]([C:11]2[N:12]=[C:13]3[C:19]([C:20]([NH:22][CH:23]([CH3:25])[CH3:24])=[O:21])=[CH:18][N:17]([CH2:26][O:27][CH2:28][CH2:29][Si:30]([CH3:31])([CH3:33])[CH3:32])[C:14]3=[N:15][CH:16]=2)=[N:7]1)[C:37]1[CH:42]=[CH:41][CH:40]=[CH:39][CH:38]=1, predict the reactants needed to synthesize it. The reactants are: [Cl:1][C:2]1[CH:10]=[C:9]2[C:5]([C:6]([C:11]3[N:12]=[C:13]4[C:19]([C:20]([NH:22][CH:23]([CH3:25])[CH3:24])=[O:21])=[CH:18][N:17]([CH2:26][O:27][CH2:28][CH2:29][Si:30]([CH3:33])([CH3:32])[CH3:31])[C:14]4=[N:15][CH:16]=3)=[N:7][NH:8]2)=[CH:4][CH:3]=1.[H-].[Na+].[CH2:36](Br)[C:37]1[CH:42]=[CH:41][CH:40]=[CH:39][CH:38]=1. (9) Given the product [Cl:23][C:8]1[C:7]([CH3:24])=[C:6]([C:25](=[O:27])[CH3:26])[C:5]([O:4][CH2:3][CH2:2][N:32]2[CH2:33][CH:30]([OH:29])[CH2:31]2)=[C:10]([O:11][CH2:12][CH2:13][CH2:14][C:15]2[CH:20]=[CH:19][CH:18]=[CH:17][CH:16]=2)[C:9]=1[O:21][CH3:22], predict the reactants needed to synthesize it. The reactants are: Br[CH2:2][CH2:3][O:4][C:5]1[C:10]([O:11][CH2:12][CH2:13][CH2:14][C:15]2[CH:20]=[CH:19][CH:18]=[CH:17][CH:16]=2)=[C:9]([O:21][CH3:22])[C:8]([Cl:23])=[C:7]([CH3:24])[C:6]=1[C:25](=[O:27])[CH3:26].Cl.[OH:29][CH:30]1[CH2:33][NH:32][CH2:31]1. (10) Given the product [F:9][CH:7]([F:8])[C:6]1[CH:5]=[CH:4][N:18]2[CH:19]=[CH:20][N:21]=[C:17]2[N:16]=1, predict the reactants needed to synthesize it. The reactants are: C(O[CH:4]=[CH:5][C:6](=O)[CH:7]([F:9])[F:8])C.S(O)(O)(=O)=O.[NH2:16][C:17]1[NH:18][CH:19]=[CH:20][N:21]=1.[NH2:16][C:17]1[NH:18][CH:19]=[CH:20][N:21]=1.